This data is from Full USPTO retrosynthesis dataset with 1.9M reactions from patents (1976-2016). The task is: Predict the reactants needed to synthesize the given product. Given the product [F:12][C:13]1[CH:20]=[CH:19][C:16]([CH:17]([N:2]([CH3:3])[CH3:1])[C:9]#[N:10])=[CH:15][CH:14]=1, predict the reactants needed to synthesize it. The reactants are: [CH3:1][NH:2][CH3:3].S(=O)(=O)(O)O.[C-:9]#[N:10].[Na+].[F:12][C:13]1[CH:20]=[CH:19][C:16]([CH:17]=O)=[CH:15][CH:14]=1.